This data is from Catalyst prediction with 721,799 reactions and 888 catalyst types from USPTO. The task is: Predict which catalyst facilitates the given reaction. The catalyst class is: 4. Product: [CH2:19]([C:18]1[CH2:2][C:3]2([CH2:4][N:5]3[CH2:10][CH2:9][CH:8]2[CH2:7][CH2:6]3)[O:22][N:21]=1)[CH3:20]. Reactant: B.[CH2:2]=[C:3]1[CH:8]2[CH2:9][CH2:10][N:5]([CH2:6][CH2:7]2)[CH2:4]1.C(N(CC)CC)C.[C:18](Cl)(=[N:21][OH:22])[CH2:19][CH3:20].O.